Dataset: Full USPTO retrosynthesis dataset with 1.9M reactions from patents (1976-2016). Task: Predict the reactants needed to synthesize the given product. (1) Given the product [CH2:21]([NH:28][C:29]([N:2]([CH3:1])/[N:3]=[CH:19]/[C:16]1[N:14]2[CH:15]=[C:10]([C:6]3[CH:5]=[N:4][CH:9]=[CH:8][CH:7]=3)[CH:11]=[CH:12][C:13]2=[N:18][CH:17]=1)=[O:30])[C:22]1[CH:27]=[CH:26][CH:25]=[CH:24][CH:23]=1, predict the reactants needed to synthesize it. The reactants are: [CH3:1][NH:2][NH2:3].[N:4]1[CH:9]=[CH:8][CH:7]=[C:6]([C:10]2[CH:11]=[CH:12][C:13]3[N:14]([C:16]([CH:19]=O)=[CH:17][N:18]=3)[CH:15]=2)[CH:5]=1.[CH2:21]([N:28]=[C:29]=[O:30])[C:22]1[CH:27]=[CH:26][CH:25]=[CH:24][CH:23]=1. (2) Given the product [CH3:19][S:20]([O:11][CH:8]1[CH2:9][CH2:10][N:5]([CH:3]2[CH2:4][O:1][CH2:2]2)[CH2:6][CH2:7]1)(=[O:22])=[O:21], predict the reactants needed to synthesize it. The reactants are: [O:1]1[CH2:4][CH:3]([N:5]2[CH2:10][CH2:9][CH:8]([OH:11])[CH2:7][CH2:6]2)[CH2:2]1.C(N(CC)CC)C.[CH3:19][S:20](Cl)(=[O:22])=[O:21].O.